This data is from Forward reaction prediction with 1.9M reactions from USPTO patents (1976-2016). The task is: Predict the product of the given reaction. (1) Given the reactants Br[C:2]1[CH:3]=[C:4]2[C:9](=[CH:10][CH:11]=1)[C:8](=[O:12])[NH:7][N:6]=[C:5]2[Cl:13].[F:14][C:15]1[CH:22]=[CH:21][C:20]([C:23]([F:26])([F:25])[F:24])=[CH:19][C:16]=1[CH2:17][NH2:18].C1C=CC(P(C2C(C3C(P(C4C=CC=CC=4)C4C=CC=CC=4)=CC=C4C=3C=CC=C4)=C3C(C=CC=C3)=CC=2)C2C=CC=CC=2)=CC=1.CC([O-])(C)C.[Na+], predict the reaction product. The product is: [Cl:13][C:5]1[C:4]2[C:9](=[CH:10][CH:11]=[C:2]([NH:18][CH2:17][C:16]3[CH:19]=[C:20]([C:23]([F:24])([F:25])[F:26])[CH:21]=[CH:22][C:15]=3[F:14])[CH:3]=2)[C:8](=[O:12])[NH:7][N:6]=1. (2) Given the reactants C(=O)([O-])[O-].[K+].[K+].[CH2:7]([NH2:19])[CH2:8][CH2:9][CH2:10][CH2:11][CH2:12][CH2:13][CH2:14][CH2:15][CH2:16][CH2:17][CH3:18].[CH:20]1[C:29]2[C:24](=[CH:25][CH:26]=[CH:27][CH:28]=2)[CH:23]=[CH:22][C:21]=1[O:30][CH2:31][CH2:32][CH2:33]Cl, predict the reaction product. The product is: [CH2:7]([NH:19][CH2:33][CH2:32][CH2:31][O:30][C:21]1[CH:22]=[CH:23][C:24]2[C:29](=[CH:28][CH:27]=[CH:26][CH:25]=2)[CH:20]=1)[CH2:8][CH2:9][CH2:10][CH2:11][CH2:12][CH2:13][CH2:14][CH2:15][CH2:16][CH2:17][CH3:18]. (3) Given the reactants [CH:1]1([CH2:5][C:6]([C:17]2[CH:22]=[CH:21][C:20]([S:23][CH3:24])=[CH:19][CH:18]=2)([C:8]2[NH:16][C:11]3=[N:12][CH:13]=[CH:14][CH:15]=[C:10]3[CH:9]=2)[OH:7])[CH2:4][CH2:3][CH2:2]1.I([O-])(=O)(=O)=[O:26].[Na+], predict the reaction product. The product is: [CH:1]1([CH2:5][C:6]([C:17]2[CH:18]=[CH:19][C:20]([S:23]([CH3:24])=[O:26])=[CH:21][CH:22]=2)([C:8]2[NH:16][C:11]3=[N:12][CH:13]=[CH:14][CH:15]=[C:10]3[CH:9]=2)[OH:7])[CH2:4][CH2:3][CH2:2]1. (4) The product is: [CH2:1]([C@@H:4]1[O:5][C@H:6]([CH2:18][CH:19]2[CH2:23][O:22][C:21]([CH3:25])([CH3:24])[O:20]2)[C@H:7]([O:10][CH2:11][C:12]2[CH:17]=[CH:16][CH:15]=[CH:14][CH:13]=2)[C@H:8]1[O:9][CH2:53][C:54]1[CH:59]=[CH:58][C:57]([O:60][CH3:61])=[CH:56][CH:55]=1)[CH:2]=[CH2:3]. Given the reactants [CH2:1]([C@H:4]1[C@H:8]([OH:9])[C@@H:7]([O:10][CH2:11][C:12]2[CH:17]=[CH:16][CH:15]=[CH:14][CH:13]=2)[C@@H:6]([CH2:18][C@@H:19]2[CH2:23][O:22][C:21]([CH3:25])([CH3:24])[O:20]2)[O:5]1)[CH:2]=[CH2:3].C([C@H]1[C@H](O)[C@@H](OCC2C=CC=CC=2)[C@@H](C[C@H]2COC(C)(C)O2)O1)C=C.[K].Cl[CH2:53][C:54]1[CH:59]=[CH:58][C:57]([O:60][CH3:61])=[CH:56][CH:55]=1.CO[Na], predict the reaction product.